This data is from Reaction yield outcomes from USPTO patents with 853,638 reactions. The task is: Predict the reaction yield, written as a fraction of the theoretical maximum amount of product (1.0 means a 100% yield; for example, 0.34 means a 34% yield). The yield is 0.910. The product is [CH2:16]([S:23][C:24]1[CH:25]=[N:26][C:27]2[C:32]([CH:33]=1)=[CH:31][CH:30]=[N:29][C:28]=2[C:4]1[CH:5]=[CH:6][C:7]([C:9]([F:12])([F:11])[F:10])=[CH:8][C:3]=1[O:2][CH3:1])[C:17]1[CH:18]=[CH:19][CH:20]=[CH:21][CH:22]=1. The catalyst is C(C1C(C(C)(C)C)=C([Pd]Cl)C=CC=1NC)(C)(C)C.O. The reactants are [CH3:1][O:2][C:3]1[CH:8]=[C:7]([C:9]([F:12])([F:11])[F:10])[CH:6]=[CH:5][C:4]=1B(O)O.[CH2:16]([S:23][C:24]1[CH:25]=[N:26][C:27]2[C:32]([CH:33]=1)=[CH:31][CH:30]=[N:29][C:28]=2Cl)[C:17]1[CH:22]=[CH:21][CH:20]=[CH:19][CH:18]=1.[O-]P([O-])([O-])=O.[K+].[K+].[K+].O1CCOCC1.